This data is from Catalyst prediction with 721,799 reactions and 888 catalyst types from USPTO. The task is: Predict which catalyst facilitates the given reaction. (1) Reactant: Cl.[N:2]1[C:11]2[C:6](=[CH:7][CH:8]=[CH:9][CH:10]=2)[CH:5]=[CH:4][C:3]=1[CH2:12][CH:13]1[CH2:17][CH2:16][CH2:15][CH:14]1[NH2:18].CCN(C(C)C)C(C)C.CN(C(ON1N=NC2C=CC=CC1=2)=[N+](C)C)C.[B-](F)(F)(F)F.[CH2:50]([O:52][C:53]1[CH:61]=[CH:60][C:59]([CH3:62])=[CH:58][C:54]=1[C:55](O)=[O:56])[CH3:51]. Product: [CH2:50]([O:52][C:53]1[CH:61]=[CH:60][C:59]([CH3:62])=[CH:58][C:54]=1[C:55]([NH:18][CH:14]1[CH2:15][CH2:16][CH2:17][CH:13]1[CH2:12][C:3]1[CH:4]=[CH:5][C:6]2[C:11](=[CH:10][CH:9]=[CH:8][CH:7]=2)[N:2]=1)=[O:56])[CH3:51]. The catalyst class is: 18. (2) Reactant: [F:1][C:2]1[CH:10]=[CH:9][C:8]2[C:4](=[C:5]3[NH:14][C:13]([CH:15]4[CH2:20][CH2:19][N:18](C(OC(C)(C)C)=O)[CH2:17][CH2:16]4)=[CH:12][C:11](=[O:28])[N:6]3[N:7]=2)[CH:3]=1.CO.[ClH:31]. Product: [ClH:31].[F:1][C:2]1[CH:10]=[CH:9][C:8]2[C:4](=[C:5]3[NH:6][C:11](=[O:28])[CH:12]=[C:13]([CH:15]4[CH2:20][CH2:19][NH:18][CH2:17][CH2:16]4)[N:14]3[N:7]=2)[CH:3]=1. The catalyst class is: 12. (3) The catalyst class is: 40. Product: [CH3:34][O:35][N:36]=[C:30]([C:4]1[CH:5]=[CH:6][C:7]([N:8]2[CH2:9][CH2:10][N:11]([C:14](=[O:29])[C:15]3[CH:20]=[C:19]([S:21]([CH3:24])(=[O:22])=[O:23])[CH:18]=[CH:17][C:16]=3[O:25][CH:26]([CH3:28])[CH3:27])[CH2:12][CH2:13]2)=[C:2]([F:1])[CH:3]=1)[CH3:31]. Reactant: [F:1][C:2]1[CH:3]=[C:4]([C:30](=O)[CH3:31])[CH:5]=[CH:6][C:7]=1[N:8]1[CH2:13][CH2:12][N:11]([C:14](=[O:29])[C:15]2[CH:20]=[C:19]([S:21]([CH3:24])(=[O:23])=[O:22])[CH:18]=[CH:17][C:16]=2[O:25][CH:26]([CH3:28])[CH3:27])[CH2:10][CH2:9]1.Cl.[CH3:34][O:35][NH2:36].C([O-])(=O)C.[Na+].